From a dataset of Reaction yield outcomes from USPTO patents with 853,638 reactions. Predict the reaction yield, written as a fraction of the theoretical maximum amount of product (1.0 means a 100% yield; for example, 0.34 means a 34% yield). (1) The reactants are [CH2:1]([S:3]([N:6]1[CH2:11][CH2:10][CH:9]([C:12]2[C:20]3[C:15](=[C:16]([C:30]([NH2:32])=[O:31])[CH:17]=[C:18]([C:21]4[CH:26]=[CH:25][C:24]([CH2:27][CH:28]=O)=[CH:23][CH:22]=4)[CH:19]=3)[NH:14][CH:13]=2)[CH2:8][CH2:7]1)(=[O:5])=[O:4])[CH3:2].[CH3:33][NH2:34].C(O[BH-](OC(=O)C)OC(=O)C)(=O)C.[Na+]. The catalyst is CO.C(Cl)Cl.O1CCCC1.C(O)(=O)C. The product is [CH2:1]([S:3]([N:6]1[CH2:11][CH2:10][CH:9]([C:12]2[C:20]3[C:15](=[C:16]([C:30]([NH2:32])=[O:31])[CH:17]=[C:18]([C:21]4[CH:26]=[CH:25][C:24]([CH2:27][CH2:28][NH:34][CH3:33])=[CH:23][CH:22]=4)[CH:19]=3)[NH:14][CH:13]=2)[CH2:8][CH2:7]1)(=[O:4])=[O:5])[CH3:2]. The yield is 0.194. (2) The reactants are C(O[C:9](=O)[NH:10][C:11]1[CH:16]=[CH:15][CH:14]=[C:13]([F:17])[CH:12]=1)C1C=CC=CC=1.C([Li])CCC.[C:24]([O:29][CH2:30][C@@H:31]1[O:33]C1)(=[O:28])CCC. The catalyst is C1COCC1. The product is [F:17][C:13]1[CH:12]=[C:11]([N:10]2[CH2:9][CH:30]([CH2:31][OH:33])[O:29][C:24]2=[O:28])[CH:16]=[CH:15][CH:14]=1. The yield is 0.723. (3) The reactants are C(OCCCC)CCC.[C:10]1([Li])[CH:15]=[CH:14][CH:13]=[CH:12][CH:11]=1.C(OCC)C.[C:22]1([C:28]2[C:33]([C:34]3[CH:39]=[CH:38][CH:37]=[CH:36][CH:35]=3)=[N:32][CH:31]=[CH:30][N:29]=2)[CH:27]=[CH:26][CH:25]=[CH:24][CH:23]=1. The catalyst is O. The product is [C:22]1([C:28]2[C:33]([C:34]3[CH:35]=[CH:36][CH:37]=[CH:38][CH:39]=3)=[N:32][C:31]([C:10]3[CH:15]=[CH:14][CH:13]=[CH:12][CH:11]=3)=[CH:30][N:29]=2)[CH:27]=[CH:26][CH:25]=[CH:24][CH:23]=1. The yield is 0.560. (4) The reactants are [C:1]([NH2:5])([CH3:4])([CH3:3])[CH3:2].[CH:6]1([S:9](Cl)(=[O:11])=[O:10])[CH2:8][CH2:7]1. The catalyst is C1COCC1. The product is [C:1]([NH:5][S:9]([CH:6]1[CH2:8][CH2:7]1)(=[O:11])=[O:10])([CH3:4])([CH3:3])[CH3:2]. The yield is 0.830.